This data is from Reaction yield outcomes from USPTO patents with 853,638 reactions. The task is: Predict the reaction yield, written as a fraction of the theoretical maximum amount of product (1.0 means a 100% yield; for example, 0.34 means a 34% yield). (1) The reactants are [Cl:1][C:2]1[CH:9]=[C:8]([O:10][CH2:11][C:12]2[N:13]=[C:14]([CH3:17])[S:15][CH:16]=2)[CH:7]=[C:6]([F:18])[C:3]=1[CH2:4][OH:5].[C:19]([O:23][C:24]([N:26]1[CH2:31][CH2:30][N:29]([C:32](Cl)=[O:33])[C@H:28]([CH2:35][CH3:36])[CH2:27]1)=[O:25])([CH3:22])([CH3:21])[CH3:20]. No catalyst specified. The product is [Cl:1][C:2]1[CH:9]=[C:8]([O:10][CH2:11][C:12]2[N:13]=[C:14]([CH3:17])[S:15][CH:16]=2)[CH:7]=[C:6]([F:18])[C:3]=1[CH2:4][O:5][C:32]([N:29]1[CH2:30][CH2:31][N:26]([C:24]([O:23][C:19]([CH3:21])([CH3:20])[CH3:22])=[O:25])[CH2:27][C@H:28]1[CH2:35][CH3:36])=[O:33]. The yield is 0.750. (2) The catalyst is O1CCCC1. The product is [OH:37][C@H:36]([CH2:35][OH:34])[CH2:38][CH2:39][NH:40][C:20]([N:12]1[CH2:13][CH:14]([CH2:15][C:16]([CH3:18])([CH3:17])[CH3:19])[C:10]2([C:5]3[C:6](=[CH:7][C:2]([Cl:1])=[CH:3][CH:4]=3)[NH:8][C:9]2=[O:31])[CH:11]1[C:23]1[CH:28]=[CH:27][CH:26]=[C:25]([Cl:29])[C:24]=1[F:30])=[O:21]. The reactants are [Cl:1][C:2]1[CH:7]=[C:6]2[NH:8][C:9](=[O:31])[C:10]3([CH:14]([CH2:15][C:16]([CH3:19])([CH3:18])[CH3:17])[CH2:13][N:12]([C:20](Cl)=[O:21])[CH:11]3[C:23]3[CH:28]=[CH:27][CH:26]=[C:25]([Cl:29])[C:24]=3[F:30])[C:5]2=[CH:4][CH:3]=1.CC1(C)[O:37][C@@H:36]([CH2:38][CH2:39][NH2:40])[CH2:35][O:34]1.C(N(CC)CC)C.Cl. The yield is 0.500. (3) The reactants are C[O:2][C:3]([C:5]1[N:13]([CH2:14][CH2:15][O:16][CH3:17])[C:12]2[CH:11]=[CH:10][N:9]=[CH:8][C:7]=2[CH:6]=1)=[O:4].[OH-].[Na+].Cl. No catalyst specified. The product is [CH3:17][O:16][CH2:15][CH2:14][N:13]1[C:12]2[CH:11]=[CH:10][N:9]=[CH:8][C:7]=2[CH:6]=[C:5]1[C:3]([OH:4])=[O:2]. The yield is 0.970. (4) The reactants are [NH:1]1[C:9]2[C:4](=[CH:5][CH:6]=[CH:7][CH:8]=2)[CH:3]=[CH:2]1.[C:10]1([S:16](Cl)(=[O:18])=[O:17])[CH:15]=[CH:14][CH:13]=[CH:12][CH:11]=1.[OH-].[Na+]. The catalyst is [N+](CCCC)(CCCC)(CCCC)CCCC.[O-]S(O)(=O)=O.C(Cl)Cl. The product is [C:10]1([S:16]([N:1]2[C:9]3[C:4](=[CH:5][CH:6]=[CH:7][CH:8]=3)[CH:3]=[CH:2]2)(=[O:18])=[O:17])[CH:15]=[CH:14][CH:13]=[CH:12][CH:11]=1. The yield is 0.890. (5) The reactants are Br[C:2]1[C:3]2[C:8]([CH:9]=[C:10]3[C:15]=1[CH:14]=[CH:13][CH:12]=[CH:11]3)=[CH:7][CH:6]=[CH:5][CH:4]=2.[C:16]1(B(O)O)[CH:21]=[CH:20][CH:19]=[CH:18][CH:17]=1.C(=O)([O-])[O-].[K+].[K+].C1(C)C=CC=CC=1P(C1C=CC=CC=1C)C1C=CC=CC=1C. The catalyst is C([O-])(=O)C.[Pd+2].C([O-])(=O)C.COCCOC. The product is [C:16]1([C:2]2[C:3]3[C:8]([CH:9]=[C:10]4[C:15]=2[CH:14]=[CH:13][CH:12]=[CH:11]4)=[CH:7][CH:6]=[CH:5][CH:4]=3)[CH:21]=[CH:20][CH:19]=[CH:18][CH:17]=1. The yield is 0.850. (6) The reactants are [CH3:1][O:2][C:3]1[CH:4]=[C:5]2[C:9](=[CH:10][CH:11]=1)[NH:8][CH:7]=[CH:6]2.[OH-].[K+].[CH3:14]I. The catalyst is CN(C=O)C. The product is [O:2]([C:3]1[CH:4]=[C:5]2[C:9](=[CH:10][CH:11]=1)[N:8]([CH3:14])[CH:7]=[CH:6]2)[CH3:1]. The yield is 0.820.